From a dataset of Catalyst prediction with 721,799 reactions and 888 catalyst types from USPTO. Predict which catalyst facilitates the given reaction. (1) Reactant: [N:1]1([C:8]2[N:13]3[N:14]=[C:15]([NH2:17])[N:16]=[C:12]3[CH:11]=[CH:10][CH:9]=2)[CH2:7][CH2:6][CH2:5][CH2:4][CH2:3][CH2:2]1.Br[C:19]1[CH:24]=[CH:23][C:22]([N:25]2[CH:29]=[C:28]([CH3:30])[N:27]=[CH:26]2)=[C:21]([O:31][CH3:32])[CH:20]=1.C(Cl)Cl. Product: [N:1]1([C:8]2[N:13]3[N:14]=[C:15]([NH:17][C:19]4[CH:24]=[CH:23][C:22]([N:25]5[CH:29]=[C:28]([CH3:30])[N:27]=[CH:26]5)=[C:21]([O:31][CH3:32])[CH:20]=4)[N:16]=[C:12]3[CH:11]=[CH:10][CH:9]=2)[CH2:7][CH2:6][CH2:5][CH2:4][CH2:3][CH2:2]1. The catalyst class is: 61. (2) Reactant: [C:1]([O:5][C:6]([NH:8][CH2:9][CH2:10][CH2:11]OS(C)(=O)=O)=[O:7])([CH3:4])([CH3:3])[CH3:2].[CH3:17][C:18]1([CH3:25])[O:22][CH:21]([CH2:23][NH2:24])[CH2:20][O:19]1.CO. Product: [C:1]([O:5][C:6](=[O:7])[NH:8][CH2:9][CH:10]([NH:24][CH2:23][CH:21]1[CH2:20][O:19][C:18]([CH3:25])([CH3:17])[O:22]1)[CH3:11])([CH3:2])([CH3:3])[CH3:4]. The catalyst class is: 13. (3) Reactant: C1(N=C=NC2CCCCC2)CCCCC1.ON1C(=O)CCC1=O.[CH:24]1[C:29]([CH2:30][CH2:31][NH2:32])=[CH:28][C:27]([OH:33])=[C:26]([OH:34])[CH:25]=1.Cl.CCN(CC)CC. Product: [NH2:32][CH2:31][CH2:30][C:29]1[CH:24]=[CH:25][C:26]([OH:34])=[C:27]([OH:33])[CH:28]=1. The catalyst class is: 3.